Dataset: Catalyst prediction with 721,799 reactions and 888 catalyst types from USPTO. Task: Predict which catalyst facilitates the given reaction. (1) Reactant: [NH2:1][C:2]1[N:32]=[C:5]2[CH:6]=[CH:7][C:8]([O:10][C:11]3[CH:12]=[C:13]([NH:18][C:19](=[O:31])[C:20]4[CH:25]=[CH:24][CH:23]=[C:22]([C:26]([C:29]#[N:30])([CH3:28])[CH3:27])[CH:21]=4)[CH:14]=[CH:15][C:16]=3[CH3:17])=[CH:9][N:4]2[N:3]=1.Cl[CH2:34][C:35](Cl)=[O:36].C(N(CC)CC)C.[CH3:45][N:46]1[CH2:51][CH2:50][NH:49][CH2:48][CH2:47]1.C(=O)([O-])O.[Na+]. Product: [C:29]([C:26]([C:22]1[CH:21]=[C:20]([CH:25]=[CH:24][CH:23]=1)[C:19]([NH:18][C:13]1[CH:14]=[CH:15][C:16]([CH3:17])=[C:11]([O:10][C:8]2[CH:7]=[CH:6][C:5]3[N:4]([N:3]=[C:2]([NH:1][C:35](=[O:36])[CH2:34][N:49]4[CH2:50][CH2:51][N:46]([CH3:45])[CH2:47][CH2:48]4)[N:32]=3)[CH:9]=2)[CH:12]=1)=[O:31])([CH3:28])[CH3:27])#[N:30]. The catalyst class is: 35. (2) Reactant: [N:1](=[C:3]1[CH2:8][CH2:7][C@H:6]2[C@H:9]3[C@H:19]([CH2:20][CH2:21][C@:4]12[CH3:5])[C@:17]1([CH3:18])[C:12]([CH2:13][C@@H:14]([OH:22])[CH2:15][CH2:16]1)=[CH:11][CH2:10]3)[OH:2].C1(N=C=NC2CCCCC2)CCCCC1.[O:38]([CH2:45][C:46](O)=[O:47])[C:39]1[CH:44]=[CH:43][CH:42]=[CH:41][CH:40]=1. Product: [O:38]([CH2:45][C:46]([O:22][C@H:14]1[CH2:15][CH2:16][C@@:17]2([CH3:18])[C:12](=[CH:11][CH2:10][C@@H:9]3[C@@H:19]2[CH2:20][CH2:21][C@@:4]2([CH3:5])[C@H:6]3[CH2:7][CH2:8][C:3]2=[N:1][OH:2])[CH2:13]1)=[O:47])[C:39]1[CH:44]=[CH:43][CH:42]=[CH:41][CH:40]=1. The catalyst class is: 4. (3) Reactant: C([Si](C)(C)OC(CCCCCCCC(O)=O)CCCCCCCC(O)=O)(C)(C)C.[Si]([O:37][CH:38]([CH2:58][CH2:59][CH2:60][CH2:61][CH2:62][CH2:63][CH2:64][C:65]([O:67][CH2:68]/[CH:69]=[CH:70]\[CH2:71][CH2:72][CH2:73][CH2:74][CH2:75][CH3:76])=[O:66])[CH2:39][CH2:40][CH2:41][CH2:42][CH2:43][CH2:44][CH2:45][C:46]([O:48][CH2:49]/[CH:50]=[CH:51]\[CH2:52][CH2:53][CH2:54][CH2:55][CH2:56][CH3:57])=[O:47])(C(C)(C)C)(C)C. Product: [OH:37][CH:38]([CH2:39][CH2:40][CH2:41][CH2:42][CH2:43][CH2:44][CH2:45][C:46]([O:48][CH2:49]/[CH:50]=[CH:51]\[CH2:52][CH2:53][CH2:54][CH2:55][CH2:56][CH3:57])=[O:47])[CH2:58][CH2:59][CH2:60][CH2:61][CH2:62][CH2:63][CH2:64][C:65]([O:67][CH2:68]/[CH:69]=[CH:70]\[CH2:71][CH2:72][CH2:73][CH2:74][CH2:75][CH3:76])=[O:66]. The catalyst class is: 308. (4) Reactant: Br[C:2]1[CH:10]=[CH:9][C:5]([C:6]([OH:8])=[O:7])=[CH:4][C:3]=1[CH3:11].[C:12]1([CH3:21])[CH:17]=[CH:16][CH:15]=[C:14](B(O)O)[CH:13]=1. Product: [CH3:11][C:3]1[CH:4]=[C:5]([CH:9]=[CH:10][C:2]=1[C:14]1[CH:13]=[C:12]([CH3:21])[CH:17]=[CH:16][CH:15]=1)[C:6]([OH:8])=[O:7]. The catalyst class is: 713. (5) Reactant: [F:1][C:2]1[CH:10]=[CH:9][CH:8]=[C:7]([F:11])[C:3]=1[C:4]([NH2:6])=O.COC1C=CC(P2(SP(C3C=CC(OC)=CC=3)(=S)S2)=[S:21])=CC=1. Product: [F:1][C:2]1[CH:10]=[CH:9][CH:8]=[C:7]([F:11])[C:3]=1[C:4](=[S:21])[NH2:6]. The catalyst class is: 11. (6) Reactant: [CH2:1]([N:5]1[C:13]2[N:12]=[C:11]([Cl:14])[N:10](CC=C)[C:9]=2[C:8](=[O:18])[NH:7][C:6]1=[O:19])[CH2:2][CH2:3][CH3:4].[C:20]1([CH2:26][C:27]2[N:31]=[C:30]([NH:32][CH2:33][CH2:34]O)[O:29][N:28]=2)[CH:25]=[CH:24][CH:23]=[CH:22][CH:21]=1.N(C(OCC1C=CC=CC=1)=O)=NC(OCC1C=CC=CC=1)=O.C1(P(C2C=CC=CC=2)C2C=CC=CC=2)C=CC=CC=1.N1CCOCC1. Product: [CH2:1]([N:5]1[C:13]2[N:12]=[C:11]([Cl:14])[NH:10][C:9]=2[C:8](=[O:18])[N:7]([CH2:34][CH2:33][NH:32][C:30]2[O:29][N:28]=[C:27]([CH2:26][C:20]3[CH:25]=[CH:24][CH:23]=[CH:22][CH:21]=3)[N:31]=2)[C:6]1=[O:19])[CH2:2][CH2:3][CH3:4]. The catalyst class is: 176.